This data is from Forward reaction prediction with 1.9M reactions from USPTO patents (1976-2016). The task is: Predict the product of the given reaction. (1) Given the reactants [Cl:1][C:2]1[CH:7]=[CH:6][C:5]([C:8]2[O:9][C:10]3[CH:11]=[C:12]4[C:18](=[O:19])[N:17]([CH2:20][C:21]([CH3:27])([CH3:26])[CH2:22][C:23](O)=[O:24])[C:16](=[S:28])[N:13]4[C:14]=3[CH:15]=2)=[CH:4][CH:3]=1.O[N:30]1[C:35](=O)C2C=CC=CC=2NN1.[CH3:41]CCCCC.[CH3:47][NH:48]N(CCC)NC.C(O[CH2:59][CH3:60])(=O)C, predict the reaction product. The product is: [Cl:1][C:2]1[CH:3]=[CH:4][C:5]([C:8]2[O:9][C:10]3[CH:11]=[C:12]4[C:18](=[O:19])[N:17]([CH2:20][C:21]([CH3:26])([CH3:27])[CH2:22][C:23]([NH:48][CH2:47][CH2:59][CH2:60][N:30]([CH3:35])[CH3:41])=[O:24])[C:16](=[S:28])[N:13]4[C:14]=3[CH:15]=2)=[CH:6][CH:7]=1. (2) Given the reactants [Cl:1][C:2]1[C:3](Cl)=[N:4][CH:5]=[C:6]([CH:12]=1)[C:7]([O:9][CH2:10][CH3:11])=[O:8].Cl.[F:15][C:16]1[CH:28]=[CH:27][C:19]([CH2:20][N:21]([CH3:26])[C:22](=[O:25])[CH2:23][NH2:24])=[CH:18][CH:17]=1.CCN(C(C)C)C(C)C.O, predict the reaction product. The product is: [Cl:1][C:2]1[C:3]([NH:24][CH2:23][C:22]([N:21]([CH2:20][C:19]2[CH:18]=[CH:17][C:16]([F:15])=[CH:28][CH:27]=2)[CH3:26])=[O:25])=[N:4][CH:5]=[C:6]([CH:12]=1)[C:7]([O:9][CH2:10][CH3:11])=[O:8].